Task: Predict the product of the given reaction.. Dataset: Forward reaction prediction with 1.9M reactions from USPTO patents (1976-2016) Given the reactants [F:1][C:2]1[CH:7]=[CH:6][C:5]([CH:8]([N:29]2[CH2:34][CH2:33][N:32]([CH:35]([CH3:37])[CH3:36])[CH2:31][CH2:30]2)[CH2:9][N:10]2[CH2:15][CH2:14][N:13]([CH2:16][CH2:17][CH2:18][CH:19](Br)[C:20](=O)[C:21]3[CH:26]=[CH:25][CH:24]=[CH:23][CH:22]=3)[CH2:12][CH2:11]2)=[CH:4][CH:3]=1.[NH2:38][C:39]([NH2:41])=[S:40].C(=O)(O)[O-].[Na+], predict the reaction product. The product is: [F:1][C:2]1[CH:7]=[CH:6][C:5]([CH:8]([N:29]2[CH2:34][CH2:33][N:32]([CH:35]([CH3:37])[CH3:36])[CH2:31][CH2:30]2)[CH2:9][N:10]2[CH2:15][CH2:14][N:13]([CH2:16][CH2:17][CH2:18][C:19]3[S:40][C:39]([NH2:41])=[N:38][C:20]=3[C:21]3[CH:26]=[CH:25][CH:24]=[CH:23][CH:22]=3)[CH2:12][CH2:11]2)=[CH:4][CH:3]=1.